Dataset: Reaction yield outcomes from USPTO patents with 853,638 reactions. Task: Predict the reaction yield, written as a fraction of the theoretical maximum amount of product (1.0 means a 100% yield; for example, 0.34 means a 34% yield). (1) No catalyst specified. The product is [C:18]1([CH2:19][CH:20]([C:7]2([C:1]3[CH:2]=[CH:3][CH:4]=[CH:5][CH:6]=3)[S:8][CH2:9][CH2:10][CH2:11][S:12]2)[OH:21])[CH:22]=[CH:16][CH:15]=[CH:14][CH:13]=1. The reactants are [C:1]1([CH:7]2[S:12][CH2:11][CH2:10][CH2:9][S:8]2)[CH:6]=[CH:5][CH:4]=[CH:3][CH:2]=1.[CH2:13]([Li])[CH2:14][CH2:15][CH3:16].[CH2:18]1[CH2:22][O:21][CH2:20][CH2:19]1. The yield is 0.710. (2) The yield is 0.990. The product is [NH2:14][C:11]1[CH:10]=[CH:9][CH:8]=[C:7]2[C:12]=1[CH2:13][CH:5]([OH:4])[CH2:6]2. The catalyst is CC(O)C. The reactants are C([O:4][CH:5]1[CH2:13][C:12]2[C:7](=[CH:8][CH:9]=[CH:10][C:11]=2[NH2:14])[CH2:6]1)(=O)C.CO.C(=O)([O-])[O-].[K+].[K+]. (3) The reactants are [CH3:1][O:2][C:3]1[N:8]=[N:7][C:6]([CH:9]([C:12]2[CH:13]=[N:14][CH:15]=[CH:16][CH:17]=2)C#N)=[CH:5][CH:4]=1.CC(C)([O-:21])C.[K+].OO. The catalyst is C(#N)C. The product is [CH3:1][O:2][C:3]1[N:8]=[N:7][C:6]([C:9]([C:12]2[CH:13]=[N:14][CH:15]=[CH:16][CH:17]=2)=[O:21])=[CH:5][CH:4]=1. The yield is 0.480.